Dataset: Reaction yield outcomes from USPTO patents with 853,638 reactions. Task: Predict the reaction yield, written as a fraction of the theoretical maximum amount of product (1.0 means a 100% yield; for example, 0.34 means a 34% yield). (1) The reactants are [CH2:1]([Sn:5]([CH2:18][CH2:19][CH2:20][CH3:21])([CH2:14][CH2:15][CH2:16][CH3:17])[C:6]#[C:7][C:8]1[CH:13]=[CH:12][CH:11]=[CH:10][CH:9]=1)[CH2:2][CH2:3][CH3:4].[F:22][C:23]([F:39])([F:38])[C:24]1[CH:25]=[C:26]([CH:31]=[C:32]([C:34]([F:37])([F:36])[F:35])[CH:33]=1)[CH2:27][N:28]=[N+:29]=[N-:30]. The catalyst is C1(C)C=CC=CC=1. The product is [F:22][C:23]([F:38])([F:39])[C:24]1[CH:25]=[C:26]([CH:31]=[C:32]([C:34]([F:37])([F:35])[F:36])[CH:33]=1)[CH2:27][N:28]1[C:7]([C:8]2[CH:9]=[CH:10][CH:11]=[CH:12][CH:13]=2)=[C:6]([Sn:5]([CH2:1][CH2:2][CH2:3][CH3:4])([CH2:14][CH2:15][CH2:16][CH3:17])[CH2:18][CH2:19][CH2:20][CH3:21])[N:30]=[N:29]1. The yield is 0.880. (2) The reactants are [O:1]=[C:2]1[CH:7]=[C:6]([C:8]([O:10]C)=[O:9])[CH:5]=[CH:4][N:3]1[C@@H:12]([C:14]1[CH:19]=[CH:18][CH:17]=[CH:16][CH:15]=1)[CH3:13].O.[OH-].[Li+].O.CO. The catalyst is O1CCCC1. The product is [O:1]=[C:2]1[CH:7]=[C:6]([C:8]([OH:10])=[O:9])[CH:5]=[CH:4][N:3]1[C@@H:12]([C:14]1[CH:19]=[CH:18][CH:17]=[CH:16][CH:15]=1)[CH3:13]. The yield is 0.800. (3) The reactants are [Br:1][CH2:2][CH2:3][CH2:4][CH2:5][CH2:6][CH2:7][CH2:8][CH2:9]C=O.[CH3:12][O:13][CH:14](OC)[O:15][CH3:16].Cl. The catalyst is O1CCOCC1.C(=O)(O)[O-].[Na+].CO. The product is [Br:1][CH2:2][CH2:3][CH2:4][CH2:5][CH2:6][CH2:7][CH2:8][CH2:9][CH:14]([O:15][CH3:16])[O:13][CH3:12]. The yield is 0.970. (4) The reactants are [CH:1]1[C:14]2[C:13](=[CH:15][C:16]([NH:18][CH2:19][CH2:20][CH2:21][CH2:22][CH2:23][C:24]([OH:26])=O)=[O:17])[C:12]3[C:7](=[CH:8][CH:9]=[CH:10][CH:11]=3)[S:6][C:5]=2[CH:4]=[CH:3][CH:2]=1.Cl.C(N=C=NCCCN(C)C)C.O[C:40]1[C:48]2[N:47]=N[NH:45][C:44]=2[CH:43]=[CH:42][CH:41]=1.C(N(CC)CC)C.C1(N)C=CC=CC=1N. The catalyst is [Cl-].[Na+].O.CN(C=O)C. The product is [CH:1]1[C:14]2[C:13](=[CH:15][C:16]([NH:18][CH2:19][CH2:20][CH2:21][CH2:22][CH2:23][C:24]([NH:45][C:44]3[CH:43]=[CH:42][CH:41]=[CH:40][C:48]=3[NH2:47])=[O:26])=[O:17])[C:12]3[C:7](=[CH:8][CH:9]=[CH:10][CH:11]=3)[S:6][C:5]=2[CH:4]=[CH:3][CH:2]=1. The yield is 0.660. (5) The reactants are [C:1]([O:4][C:5](=[O:7])[CH3:6])(=O)[CH3:2].[OH:8][C:9]1[CH:14]=[CH:13]C(O)=[C:11](C)[CH:10]=1.C(=O)([O-])[O-].[Cs+].[Cs+]. The catalyst is C(#N)C. The product is [C:5]([O:4][C:1]1[CH:11]=[CH:10][C:9]([OH:8])=[C:14]([CH3:13])[CH:2]=1)(=[O:7])[CH3:6]. The yield is 0.0300. (6) The reactants are [NH:1]1[C:9]2[C:4](=[N:5][CH:6]=[CH:7][CH:8]=2)[CH2:3][CH2:2]1.C(O)CC.[Cl:14][C:15]1[CH:20]=[C:19](Cl)[N:18]=[CH:17][N:16]=1. The catalyst is C(OCC)(=O)C.O. The product is [Cl:14][C:15]1[N:16]=[CH:17][N:18]=[C:19]([N:1]2[C:9]3[C:4](=[N:5][CH:6]=[CH:7][CH:8]=3)[CH2:3][CH2:2]2)[CH:20]=1. The yield is 0.260. (7) The reactants are Br[CH:2]([C:6]1[CH:11]=[CH:10][CH:9]=[CH:8][CH:7]=1)[C:3]([OH:5])=[O:4].[Cl:12][C:13]1[CH:18]=[CH:17][C:16]([NH2:19])=[CH:15][CH:14]=1. The catalyst is C(#N)C. The product is [Cl:12][C:13]1[CH:18]=[CH:17][C:16]([NH:19][CH:2]([C:6]2[CH:11]=[CH:10][CH:9]=[CH:8][CH:7]=2)[C:3]([OH:5])=[O:4])=[CH:15][CH:14]=1. The yield is 0.470. (8) The reactants are [NH:1]1[C:11]2[C:6](=[CH:7][CH:8]=[CH:9][CH:10]=2)[C:4](=O)[C:2]1=[O:3].[C:12]([C:16]1[CH:21]=[CH:20][CH:19]=[CH:18][CH:17]=1)(=O)[CH2:13][CH3:14].Cl.[OH2:23]. The catalyst is C(O)(=O)C. The product is [CH3:14][C:13]1[C:12]([C:16]2[CH:21]=[CH:20][CH:19]=[CH:18][CH:17]=2)=[N:1][C:11]2[C:6]([C:4]=1[C:2]([OH:23])=[O:3])=[CH:7][CH:8]=[CH:9][CH:10]=2. The yield is 0.430.